This data is from Full USPTO retrosynthesis dataset with 1.9M reactions from patents (1976-2016). The task is: Predict the reactants needed to synthesize the given product. The reactants are: [C:1]([O:5][C:6](=[O:25])[NH:7][C:8]1[CH:13]=[C:12]([N:14]2[CH2:19][CH2:18][O:17][CH2:16][CH2:15]2)[C:11]([C:20]([F:23])([F:22])[F:21])=[CH:10][C:9]=1[NH2:24])([CH3:4])([CH3:3])[CH3:2].C([O:30][C:31](=O)[CH2:32][C:33]([C:35]1[CH:40]=[CH:39][CH:38]=[C:37]([N:41]2[C:45]([CH2:46][N:47]([CH3:49])[CH3:48])=[CH:44][N:43]=[N:42]2)[CH:36]=1)=[O:34])(C)(C)C. Given the product [C:1]([O:5][C:6](=[O:25])[NH:7][C:8]1[CH:13]=[C:12]([N:14]2[CH2:15][CH2:16][O:17][CH2:18][CH2:19]2)[C:11]([C:20]([F:21])([F:22])[F:23])=[CH:10][C:9]=1[NH:24][C:31](=[O:30])[CH2:32][C:33]([C:35]1[CH:40]=[CH:39][CH:38]=[C:37]([N:41]2[C:45]([CH2:46][N:47]([CH3:49])[CH3:48])=[CH:44][N:43]=[N:42]2)[CH:36]=1)=[O:34])([CH3:4])([CH3:2])[CH3:3], predict the reactants needed to synthesize it.